Task: Predict the reactants needed to synthesize the given product.. Dataset: Full USPTO retrosynthesis dataset with 1.9M reactions from patents (1976-2016) The reactants are: C([O:3][C:4]([C:6]1[CH:11]=[C:10]([CH2:12][O:13][CH2:14][C:15]([F:18])([F:17])[F:16])[N:9]=[C:8]([NH:19][C:20]2[CH:25]=[CH:24][C:23]([C:26]3[CH:31]=[C:30]([CH3:32])[N:29]=[N:28][CH:27]=3)=[C:22]([O:33][CH3:34])[CH:21]=2)[N:7]=1)=[CH2:5])C.O.Cl.C(=O)(O)[O-].[Na+]. Given the product [CH3:34][O:33][C:22]1[CH:21]=[C:20]([NH:19][C:8]2[N:7]=[C:6]([C:4](=[O:3])[CH3:5])[CH:11]=[C:10]([CH2:12][O:13][CH2:14][C:15]([F:17])([F:16])[F:18])[N:9]=2)[CH:25]=[CH:24][C:23]=1[C:26]1[CH:31]=[C:30]([CH3:32])[N:29]=[N:28][CH:27]=1, predict the reactants needed to synthesize it.